Task: Predict the reaction yield, written as a fraction of the theoretical maximum amount of product (1.0 means a 100% yield; for example, 0.34 means a 34% yield).. Dataset: Reaction yield outcomes from USPTO patents with 853,638 reactions (1) The reactants are [CH3:1][O:2][C:3]([C:5]1[CH:16]=[CH:15][C:8]2[CH:9]=[C:10]([C:12](O)=[O:13])[O:11][C:7]=2[CH:6]=1)=[O:4].C[N:18](C(ON1N=NC2C=CC=NC1=2)=[N+](C)C)C.F[P-](F)(F)(F)(F)F.CCN(C(C)C)C(C)C.[NH4+].[Cl-]. The catalyst is CN(C=O)C.[Na+].[Cl-]. The product is [NH2:18][C:12]([C:10]1[O:11][C:7]2[CH:6]=[C:5]([C:3]([O:2][CH3:1])=[O:4])[CH:16]=[CH:15][C:8]=2[CH:9]=1)=[O:13]. The yield is 0.810. (2) The reactants are [CH3:1][Si:2](Cl)([CH3:4])[CH3:3].[CH3:6][O:7][C:8](=[O:14])[C:9]([CH3:13])([CH3:12])[CH2:10][OH:11].C(N(CC)CC)C. The catalyst is ClCCl.C(OCC)C. The product is [CH3:6][O:7][C:8](=[O:14])[C:9]([CH3:13])([CH3:12])[CH2:10][O:11][Si:2]([CH3:4])([CH3:3])[CH3:1]. The yield is 0.910. (3) The reactants are [Cl:1][CH2:2][C:3]1[C:12]2[C:7](=[C:8]([CH3:14])[C:9]([OH:13])=[CH:10][CH:11]=2)[O:6][C:5](=[O:15])[CH:4]=1.[S:16]([O-:19])([O-:18])=[O:17].[Na+:20].[Na+].[CH2:22](O)C. The catalyst is O. The product is [Cl:1][CH2:2][C:3]1([CH2:22][S:16]([O-:19])(=[O:18])=[O:17])[C:12]2[C:7](=[C:8]([CH3:14])[C:9]([OH:13])=[CH:10][CH:11]=2)[O:6][C:5](=[O:15])[CH2:4]1.[Na+:20]. The yield is 0.800. (4) The reactants are C(N(C(C)C)C(C)C)C.[CH3:10][C:11]1[C:12]([C:31]2[CH:36]=[CH:35][CH:34]=[CH:33][CH:32]=2)=[C:13]([O:23][C:24]2[CH:30]=[CH:29][C:27]([NH2:28])=[CH:26][CH:25]=2)[C:14]2[C:19]([CH:20]=1)=[CH:18][C:17]([O:21][CH3:22])=[CH:16][CH:15]=2.Cl[C:38](=[O:44])[CH2:39][C:40]([O:42][CH3:43])=[O:41]. The catalyst is C(Cl)Cl. The product is [CH3:10][C:11]1[C:12]([C:31]2[CH:36]=[CH:35][CH:34]=[CH:33][CH:32]=2)=[C:13]([O:23][C:24]2[CH:30]=[CH:29][C:27]([NH:28][C:38](=[O:44])[CH2:39][C:40]([O:42][CH3:43])=[O:41])=[CH:26][CH:25]=2)[C:14]2[C:19]([CH:20]=1)=[CH:18][C:17]([O:21][CH3:22])=[CH:16][CH:15]=2. The yield is 0.680.